Regression. Given a peptide amino acid sequence and an MHC pseudo amino acid sequence, predict their binding affinity value. This is MHC class II binding data. From a dataset of Peptide-MHC class II binding affinity with 134,281 pairs from IEDB. (1) The peptide sequence is EKEPSLATVKNVVLR. The MHC is DRB1_0101 with pseudo-sequence DRB1_0101. The binding affinity (normalized) is 0.565. (2) The peptide sequence is GKATLECQVQTAVDFKK. The MHC is DRB3_0101 with pseudo-sequence DRB3_0101. The binding affinity (normalized) is 0.246. (3) The peptide sequence is ATPEAKFDSFVAAFT. The MHC is DRB3_0202 with pseudo-sequence DRB3_0202. The binding affinity (normalized) is 0.246. (4) The MHC is DRB1_0401 with pseudo-sequence DRB1_0401. The binding affinity (normalized) is 0.723. The peptide sequence is PTPLLYRLGAVQNEITLTHP.